This data is from Forward reaction prediction with 1.9M reactions from USPTO patents (1976-2016). The task is: Predict the product of the given reaction. (1) The product is: [CH2:1]([O:3][C:4](=[O:15])[CH:5]([CH2:8][N:9]([C:19]1[C:20]([N+:24]([O-:26])=[O:25])=[CH:21][N:22]=[C:17]([Cl:16])[N:18]=1)[CH:10]1[CH2:11][CH2:12][CH2:13][CH2:14]1)[CH2:6][CH3:7])[CH3:2]. Given the reactants [CH2:1]([O:3][C:4](=[O:15])[CH:5]([CH2:8][NH:9][CH:10]1[CH2:14][CH2:13][CH2:12][CH2:11]1)[CH2:6][CH3:7])[CH3:2].[Cl:16][C:17]1[N:22]=[C:21](Cl)[C:20]([N+:24]([O-:26])=[O:25])=[CH:19][N:18]=1.C(=O)(O)[O-].[K+], predict the reaction product. (2) Given the reactants [NH2:1][C@H:2]1[C@@H:6]2[O:7][C:8]([CH3:11])([CH3:10])[O:9][C@@H:5]2[C@@H:4]([OH:12])[CH2:3]1.C(=O)([O-])[O-].[K+].[K+].[CH2:19](Br)[C:20]1[CH:25]=[CH:24][CH:23]=[CH:22][CH:21]=1.N, predict the reaction product. The product is: [CH2:19]([N:1]([C@H:2]1[C@@H:6]2[O:7][C:8]([CH3:10])([CH3:11])[O:9][C@@H:5]2[C@@H:4]([OH:12])[CH2:3]1)[CH2:19][C:20]1[CH:25]=[CH:24][CH:23]=[CH:22][CH:21]=1)[C:20]1[CH:25]=[CH:24][CH:23]=[CH:22][CH:21]=1. (3) Given the reactants [O:1]=[C:2]1[C:10]2[C:5](=[CH:6][CH:7]=[CH:8][CH:9]=2)[C:4](=[O:11])[N:3]1[CH2:12][CH2:13][C:14]1[N:18]([CH2:19][CH2:20][CH3:21])[N:17]=[C:16]([C:22]([O:24]CC)=[O:23])[CH:15]=1.O, predict the reaction product. The product is: [O:11]=[C:4]1[C:5]2[C:10](=[CH:9][CH:8]=[CH:7][CH:6]=2)[C:2](=[O:1])[N:3]1[CH2:12][CH2:13][C:14]1[N:18]([CH2:19][CH2:20][CH3:21])[N:17]=[C:16]([C:22]([OH:24])=[O:23])[CH:15]=1. (4) Given the reactants F[P-](F)(F)(F)(F)F.N1(OC(N(C)C)=[N+](C)C)C2N=CC=CC=2N=N1.[C:25]([O:29][C:30]([N:32]1[CH2:37][CH2:36][CH:35]([C:38]([OH:40])=O)[CH2:34][CH2:33]1)=[O:31])([CH3:28])([CH3:27])[CH3:26].Cl.[CH3:42][N:43]1[C:47]2[N:48]=[C:49]([C:70]#[N:71])[N:50]=[C:51]([C:52]3[CH:53]=[N:54][C:55]([O:62][CH2:63][CH:64]4[CH2:69][CH2:68][NH:67][CH2:66][CH2:65]4)=[C:56]([C:58]([F:61])([F:60])[F:59])[CH:57]=3)[C:46]=2[CH:45]=[CH:44]1.C(N(CC)C(C)C)(C)C.C([O-])(O)=O.[Na+], predict the reaction product. The product is: [C:70]([C:49]1[N:50]=[C:51]([C:52]2[CH:57]=[C:56]([C:58]([F:59])([F:60])[F:61])[C:55]([O:62][CH2:63][CH:64]3[CH2:69][CH2:68][N:67]([C:38]([CH:35]4[CH2:34][CH2:33][N:32]([C:30]([O:29][C:25]([CH3:26])([CH3:27])[CH3:28])=[O:31])[CH2:37][CH2:36]4)=[O:40])[CH2:66][CH2:65]3)=[N:54][CH:53]=2)[C:46]2[CH:45]=[CH:44][N:43]([CH3:42])[C:47]=2[N:48]=1)#[N:71]. (5) Given the reactants FC(F)(F)S(O[C:7]1[C:15]2[C:10](=[CH:11][N:12]=[CH:13][CH:14]=2)[O:9][C:8]=1[C:16]1[N:21]=[CH:20][CH:19]=[CH:18][N:17]=1)(=O)=O.[NH2:24][C:25]1[C:33]2[N:32]=[CH:31][N:30]([C:34]([O:36][C:37]([CH3:40])([CH3:39])[CH3:38])=[O:35])[C:29]=2[CH:28]=[CH:27][CH:26]=1.CC1(C)C2C(=C(P(C3C=CC=CC=3)C3C=CC=CC=3)C=CC=2)OC2C(P(C3C=CC=CC=3)C3C=CC=CC=3)=CC=CC1=2.[O-]P([O-])([O-])=O.[K+].[K+].[K+], predict the reaction product. The product is: [N:17]1[CH:18]=[CH:19][CH:20]=[N:21][C:16]=1[C:8]1[O:9][C:10]2=[CH:11][N:12]=[CH:13][CH:14]=[C:15]2[C:7]=1[NH:24][C:25]1[C:33]2[N:32]=[CH:31][N:30]([C:34]([O:36][C:37]([CH3:40])([CH3:39])[CH3:38])=[O:35])[C:29]=2[CH:28]=[CH:27][CH:26]=1.